This data is from Catalyst prediction with 721,799 reactions and 888 catalyst types from USPTO. The task is: Predict which catalyst facilitates the given reaction. (1) Reactant: [CH:1]1([CH2:5][NH2:6])[CH2:4][CH2:3][CH2:2]1.[CH3:7][O:8][CH2:9][C:10]1[N:14]([CH2:15][C:16]2[C:25]3[C:20](=[CH:21][CH:22]=[CH:23][CH:24]=3)[C:19]([C:26]([NH:28][C:29]3[C:30]([C:35](OC)=[O:36])=[N:31][CH:32]=[CH:33][CH:34]=3)=[O:27])=[CH:18][CH:17]=2)[N:13]=[N:12][CH:11]=1.COCC1N=NN(CC2C3C(=CC=CC=3)C(C(NC3C(C(OC)=O)=NC=CC=3)=O)=CC=2)C=1. Product: [CH:1]1([CH2:5][NH:6][C:35]([C:30]2[C:29]([NH:28][C:26]([C:19]3[C:20]4[C:25](=[CH:24][CH:23]=[CH:22][CH:21]=4)[C:16]([CH2:15][N:14]4[C:10]([CH2:9][O:8][CH3:7])=[CH:11][N:12]=[N:13]4)=[CH:17][CH:18]=3)=[O:27])=[CH:34][CH:33]=[CH:32][N:31]=2)=[O:36])[CH2:4][CH2:3][CH2:2]1. The catalyst class is: 3. (2) Reactant: Cl[C:2]1[CH:21]=[CH:20][C:5]([C:6]([NH:8][C:9]2[CH:17]=[C:16]3[C:12]([CH:13]=[CH:14][N:15]3[CH2:18][CH3:19])=[CH:11][CH:10]=2)=[O:7])=[CH:4][N:3]=1.[NH:22]1[CH2:32][CH2:31][CH:25]([C:26]([O:28][CH2:29][CH3:30])=[O:27])[CH2:24][CH2:23]1.C(OC(C1C(C(=O)NC2C=CC(C)=C(I)C=2)CN(C2C=CC=CN=2)CC1)=O)C. Product: [CH2:29]([O:28][C:26]([CH:25]1[CH2:31][CH2:32][N:22]([C:2]2[CH:21]=[CH:20][C:5]([C:6](=[O:7])[NH:8][C:9]3[CH:17]=[C:16]4[C:12]([CH:13]=[CH:14][N:15]4[CH2:18][CH3:19])=[CH:11][CH:10]=3)=[CH:4][N:3]=2)[CH2:23][CH2:24]1)=[O:27])[CH3:30]. The catalyst class is: 25. (3) Reactant: C([O-])=O.[NH4+].[F:5][C:6]1[CH:7]=[CH:8][C:9]([N+:26]([O-])=O)=[C:10]([CH:25]=1)[O:11][C@@H:12]1[CH2:17][CH2:16][CH2:15][N:14]([C:18]([O:20][C:21]([CH3:24])([CH3:23])[CH3:22])=[O:19])[CH2:13]1. Product: [NH2:26][C:9]1[CH:8]=[CH:7][C:6]([F:5])=[CH:25][C:10]=1[O:11][C@@H:12]1[CH2:17][CH2:16][CH2:15][N:14]([C:18]([O:20][C:21]([CH3:23])([CH3:24])[CH3:22])=[O:19])[CH2:13]1. The catalyst class is: 43. (4) Reactant: C(O)(C(F)(F)F)=O.C(OC([N:15]1[CH2:20][CH2:19][CH:18]([C:21]2[CH:26]=[CH:25][C:24]([C:27]3[C:36]4[C:31](=[CH:32][C:33]([C:37]5[CH:42]=[CH:41][C:40]([C:43]([F:46])([F:45])[F:44])=[CH:39][CH:38]=5)=[CH:34][CH:35]=4)[CH:30]=[C:29]([C:47]([OH:49])=[O:48])[CH:28]=3)=[CH:23][CH:22]=2)[CH2:17][CH2:16]1)=O)(C)(C)C.[CH3:50][S:51]([OH:54])(=[O:53])=[O:52]. Product: [CH3:50][S:51]([O-:54])(=[O:53])=[O:52].[C:47]([C:29]1[CH:28]=[C:27]([C:24]2[CH:25]=[CH:26][C:21]([CH:18]3[CH2:19][CH2:20][NH2+:15][CH2:16][CH2:17]3)=[CH:22][CH:23]=2)[C:36]2[C:31]([CH:30]=1)=[CH:32][C:33]([C:37]1[CH:38]=[CH:39][C:40]([C:43]([F:44])([F:46])[F:45])=[CH:41][CH:42]=1)=[CH:34][CH:35]=2)([OH:49])=[O:48]. The catalyst class is: 4. (5) Reactant: Br[C:2]1[CH:3]=[C:4]2[C:8](=[CH:9][CH:10]=1)[N:7]([CH:11]1[CH2:16][CH2:15][N:14]([C:17]3[N:22]=[CH:21][C:20]([CH2:23][CH3:24])=[CH:19][N:18]=3)[CH2:13][CH2:12]1)[CH:6]=[CH:5]2.CC1(C)C(C)(C)OB([C:33]2[CH:38]=[CH:37][C:36]([S:39]([CH3:42])(=[O:41])=[O:40])=[CH:35][CH:34]=2)O1.CC(C1C=C(C(C)C)C(C2C=CC=CC=2P(C2CCCCC2)C2CCCCC2)=C(C(C)C)C=1)C.C(O[Na])(C)(C)C. Product: [CH2:23]([C:20]1[CH:21]=[N:22][C:17]([N:14]2[CH2:15][CH2:16][CH:11]([N:7]3[C:8]4[C:4](=[CH:3][C:2]([C:33]5[CH:38]=[CH:37][C:36]([S:39]([CH3:42])(=[O:41])=[O:40])=[CH:35][CH:34]=5)=[CH:10][CH:9]=4)[CH:5]=[CH:6]3)[CH2:12][CH2:13]2)=[N:18][CH:19]=1)[CH3:24]. The catalyst class is: 882. (6) Reactant: [Si:1]([O:8][CH2:9][C:10]1([CH3:38])[S:16][CH2:15][CH2:14][N:13]2[C:17]([C:20]3([C:23]4[CH:28]=[CH:27][C:26](B5OC(C)(C)C(C)(C)O5)=[CH:25][CH:24]=4)[CH2:22][CH2:21]3)=[N:18][N:19]=[C:12]2[CH2:11]1)([C:4]([CH3:7])([CH3:6])[CH3:5])([CH3:3])[CH3:2].Br[C:40]1[CH:45]=[CH:44][CH:43]=[C:42]([O:46][CH3:47])[N:41]=1.C(=O)([O-])[O-].[K+].[K+].C(=O)([O-])O.[Na+]. Product: [Si:1]([O:8][CH2:9][C:10]1([CH3:38])[S:16][CH2:15][CH2:14][N:13]2[C:17]([C:20]3([C:23]4[CH:28]=[CH:27][C:26]([C:40]5[CH:45]=[CH:44][CH:43]=[C:42]([O:46][CH3:47])[N:41]=5)=[CH:25][CH:24]=4)[CH2:22][CH2:21]3)=[N:18][N:19]=[C:12]2[CH2:11]1)([C:4]([CH3:5])([CH3:6])[CH3:7])([CH3:2])[CH3:3]. The catalyst class is: 437.